This data is from Full USPTO retrosynthesis dataset with 1.9M reactions from patents (1976-2016). The task is: Predict the reactants needed to synthesize the given product. (1) Given the product [CH3:1][O:2][C:3]1[CH:17]=[C:16]([O:18][CH3:19])[CH:15]=[CH:14][C:4]=1[CH2:5][NH:6][C:7](=[O:13])[C:8]([NH:29][CH2:28][CH2:27][C:24]1[CH:23]=[CH:22][C:21]([CH3:20])=[CH:26][N:25]=1)=[O:10], predict the reactants needed to synthesize it. The reactants are: [CH3:1][O:2][C:3]1[CH:17]=[C:16]([O:18][CH3:19])[CH:15]=[CH:14][C:4]=1[CH2:5][NH:6][C:7](=[O:13])[C:8]([O:10]CC)=O.[CH3:20][C:21]1[CH:22]=[CH:23][C:24]([CH2:27][CH2:28][NH2:29])=[N:25][CH:26]=1.C(N(CC)CC)C. (2) Given the product [ClH:19].[ClH:19].[F:32][C:33]1[CH:45]=[CH:44][C:36]([CH2:37][N:38]2[CH2:43][CH2:42][N:41]([C:20]([O:9][CH2:8][CH:4]3[O:5][CH2:6][CH2:7][N:2]([CH3:1])[CH2:3]3)=[O:21])[CH2:40][CH2:39]2)=[CH:35][CH:34]=1, predict the reactants needed to synthesize it. The reactants are: [CH3:1][N:2]1[CH2:7][CH2:6][O:5][CH:4]([CH2:8][OH:9])[CH2:3]1.CCN(C(C)C)C(C)C.[Cl:19][C:20](OC1C=CC([N+]([O-])=O)=CC=1)=[O:21].[F:32][C:33]1[CH:45]=[CH:44][C:36]([CH2:37][N:38]2[CH2:43][CH2:42][NH:41][CH2:40][CH2:39]2)=[CH:35][CH:34]=1.CCOCC. (3) Given the product [Si:1]([O:8][C@@H:9]1[C@H:13]([CH2:14][O:15][Si:16]([C:19]([CH3:22])([CH3:21])[CH3:20])([CH3:18])[CH3:17])[CH2:12][C@@H:11]([O:23][C:24]2[CH:29]=[C:28]([C:31]3[CH:36]=[CH:35][CH:34]=[CH:33][CH:32]=3)[N:27]=[CH:26][N:25]=2)[CH2:10]1)([C:4]([CH3:7])([CH3:6])[CH3:5])([CH3:3])[CH3:2], predict the reactants needed to synthesize it. The reactants are: [Si:1]([O:8][C@@H:9]1[C@H:13]([CH2:14][O:15][Si:16]([C:19]([CH3:22])([CH3:21])[CH3:20])([CH3:18])[CH3:17])[CH2:12][C@@H:11]([O:23][C:24]2[CH:29]=[C:28](Cl)[N:27]=[CH:26][N:25]=2)[CH2:10]1)([C:4]([CH3:7])([CH3:6])[CH3:5])([CH3:3])[CH3:2].[C:31]1(B(O)O)[CH:36]=[CH:35][CH:34]=[CH:33][CH:32]=1. (4) The reactants are: [CH2:1]([N:3]([CH2:20][CH3:21])[CH2:4][CH2:5][NH:6]C(C1C=CC2C(=CC=C(I)C=2)C=1)=O)[CH3:2].[I:22][C:23]1[CH:36]=[C:35]2[C:26]([N:27]=[C:28]3[C:33](=[CH:34]2)[CH:32]=[CH:31][CH:30]=[C:29]3[C:37]([O:39]C)=O)=[CH:25][CH:24]=1.[K+].[Br-].Cl.C(N(CC)CCNC(C1NC2C(C=1)=CC(I)=CC=2)=O)C.C(N(CC)CCNC(C1SC2C=CC=C(I)C=2C=1)=O)C.IC1C=C2C(=CC=1)NC(C(OCC)=O)=C2.IC1C=CC=C2C=1N=C1C(=C2)C=CC=C1C(OC)=O. Given the product [CH2:1]([N:3]([CH2:20][CH3:21])[CH2:4][CH2:5][NH:6][C:37]([C:29]1[C:28]2[C:33](=[CH:34][C:35]3[C:26]([N:27]=2)=[CH:25][CH:24]=[C:23]([I:22])[CH:36]=3)[CH:32]=[CH:31][CH:30]=1)=[O:39])[CH3:2], predict the reactants needed to synthesize it. (5) Given the product [NH:1]([CH2:8][CH2:9][NH:10][C:11]([C:13]1[C:17]([NH:18][C:19]([C:21]2[CH:26]=[CH:25][CH:24]=[CH:23][N:22]=2)=[O:20])=[CH:16][NH:15][N:14]=1)=[O:12])[C:2]1[CH:7]=[CH:6][CH:5]=[CH:4][CH:3]=1, predict the reactants needed to synthesize it. The reactants are: [NH:1]([CH2:8][CH2:9][NH:10][C:11]([C:13]1[C:17]([NH:18][C:19]([C:21]2[CH:26]=[CH:25][CH:24]=[CH:23][N:22]=2)=[O:20])=[CH:16][N:15](C2CCCCO2)[N:14]=1)=[O:12])[C:2]1[CH:7]=[CH:6][CH:5]=[CH:4][CH:3]=1.O.C1(C)C=CC(S(O)(=O)=O)=CC=1.C(=O)([O-])O.[Na+]. (6) The reactants are: [CH2:1]([C:3]1([C:16]([O:18]CC)=[O:17])[CH2:8][CH2:7][N:6]([C:9]([O:11][C:12]([CH3:15])([CH3:14])[CH3:13])=[O:10])[CH2:5][CH2:4]1)[CH3:2].[OH-].[K+].Cl. Given the product [C:12]([O:11][C:9]([N:6]1[CH2:7][CH2:8][C:3]([CH2:1][CH3:2])([C:16]([OH:18])=[O:17])[CH2:4][CH2:5]1)=[O:10])([CH3:15])([CH3:14])[CH3:13], predict the reactants needed to synthesize it. (7) Given the product [F:1][C:2]1[CH:7]=[CH:6][C:5]([S:8]([N:11]([CH3:32])[CH:12]2[CH2:31][N:16]3[C:17]4[C:22]([C:23](/[CH:24]=[CH:25]/[C:26]([OH:28])=[O:27])=[C:15]3[CH2:14][CH2:13]2)=[CH:21][CH:20]=[CH:19][CH:18]=4)(=[O:9])=[O:10])=[CH:4][CH:3]=1, predict the reactants needed to synthesize it. The reactants are: [F:1][C:2]1[CH:7]=[CH:6][C:5]([S:8]([N:11]([CH3:32])[CH:12]2[CH2:31][N:16]3[C:17]4[C:22]([C:23](/[CH:24]=[CH:25]/[C:26]([O:28]CC)=[O:27])=[C:15]3[CH2:14][CH2:13]2)=[CH:21][CH:20]=[CH:19][CH:18]=4)(=[O:10])=[O:9])=[CH:4][CH:3]=1.[OH-].[Na+].CC(O)=O.